Dataset: Reaction yield outcomes from USPTO patents with 853,638 reactions. Task: Predict the reaction yield, written as a fraction of the theoretical maximum amount of product (1.0 means a 100% yield; for example, 0.34 means a 34% yield). (1) The reactants are [OH-:1].[Na+].BrBr.[C:5]([C:8]1[CH:9]=[CH:10][C:11]([O:16][CH2:17][CH2:18][CH3:19])=[C:12]([CH:15]=1)[C:13]#[N:14])(=[O:7])C.Cl. The catalyst is O.O1CCOCC1. The product is [C:13]([C:12]1[CH:15]=[C:8]([CH:9]=[CH:10][C:11]=1[O:16][CH2:17][CH2:18][CH3:19])[C:5]([OH:7])=[O:1])#[N:14]. The yield is 0.920. (2) The product is [CH2:19]([O:26][C:4]1[C:9]([CH3:10])=[C:8]([CH2:11][C:12]2[CH:17]=[CH:16][CH:15]=[CH:14][C:13]=2[CH3:18])[N:7]=[CH:6][N:5]=1)[C:20]1[CH:25]=[CH:24][CH:23]=[CH:22][CH:21]=1. The catalyst is C1(C)C=CC=CC=1.C1OCCOCCOCCOCCOCCOC1. The reactants are [OH-].[K+].Cl[C:4]1[C:9]([CH3:10])=[C:8]([CH2:11][C:12]2[CH:17]=[CH:16][CH:15]=[CH:14][C:13]=2[CH3:18])[N:7]=[CH:6][N:5]=1.[CH2:19]([OH:26])[C:20]1[CH:25]=[CH:24][CH:23]=[CH:22][CH:21]=1.O. The yield is 0.920. (3) The catalyst is ClCCl.O. The reactants are [NH2:1][C:2]1[CH:7]=[CH:6][C:5]([C@H:8]2[O:13][CH2:12][CH2:11][N:10]([C:14]([O:16][C:17]([CH3:20])([CH3:19])[CH3:18])=[O:15])[CH2:9]2)=[CH:4][C:3]=1[CH3:21].[C:22](=[O:25])([O-])[O-].[Na+].[Na+].ClC(Cl)(OC(=O)OC(Cl)(Cl)Cl)Cl.[Cl:40][C:41]1[N:46]=[CH:45][C:44]([NH2:47])=[CH:43][CH:42]=1. The product is [Cl:40][C:41]1[N:46]=[CH:45][C:44]([NH:47][C:22](=[O:25])[NH:1][C:2]2[CH:7]=[CH:6][C:5]([C@H:8]3[O:13][CH2:12][CH2:11][N:10]([C:14]([O:16][C:17]([CH3:18])([CH3:20])[CH3:19])=[O:15])[CH2:9]3)=[CH:4][C:3]=2[CH3:21])=[CH:43][CH:42]=1. The yield is 0.700. (4) The reactants are [Br:1][C:2]1[CH:3]=[C:4]([CH:19]=[C:20]([Cl:22])[CH:21]=1)[O:5][NH:6][C:7]([NH:9][C:10]([C:13]1[CH:18]=[CH:17][CH:16]=[CH:15][CH:14]=1)([CH3:12])[CH3:11])=[O:8].C(=O)([O-])[O-].[K+].[K+].I[CH2:30][CH3:31].C(OCC)(=O)C. The catalyst is CN(C)C=O. The product is [Br:1][C:2]1[CH:3]=[C:4]([CH:19]=[C:20]([Cl:22])[CH:21]=1)[O:5][N:6]([CH2:30][CH3:31])[C:7]([NH:9][C:10]([C:13]1[CH:18]=[CH:17][CH:16]=[CH:15][CH:14]=1)([CH3:12])[CH3:11])=[O:8]. The yield is 0.920.